Dataset: hERG Central: cardiac toxicity at 1µM, 10µM, and general inhibition. Task: Predict hERG channel inhibition at various concentrations. (1) The compound is CC(=O)c1ccc(N2CCN(C(=O)C3CCN(S(=O)(=O)c4ccc(F)cc4)CC3)CC2)cc1. Results: hERG_inhib (hERG inhibition (general)): blocker. (2) The compound is CC1(C)Cc2cccc(OCC(=O)N3CCN(c4ccc([N+](=O)[O-])cc4)CC3)c2O1. Results: hERG_inhib (hERG inhibition (general)): blocker. (3) The drug is COc1ccc(C(=O)N2CCN(Cc3ccccc3)CC2)cc1[N+](=O)[O-]. Results: hERG_inhib (hERG inhibition (general)): blocker. (4) The drug is Br.CC1CC(C)CN(CC(=O)c2ccc(OC(F)F)cc2)C1. Results: hERG_inhib (hERG inhibition (general)): blocker. (5) The drug is Cl.OC(COc1ccccc1)CN1CCN(Cc2ccc3c(c2)OCO3)CC1. Results: hERG_inhib (hERG inhibition (general)): blocker. (6) The compound is CN1CCc2nc(NC(=O)COc3ccc4ccccc4c3)sc2C1. Results: hERG_inhib (hERG inhibition (general)): blocker. (7) The drug is CCn1c(SCc2ccc(C(=O)Nc3cc(C)cc(C)c3)cc2)nnc1-c1ccncc1. Results: hERG_inhib (hERG inhibition (general)): blocker. (8) The molecule is CCc1cc(Cn2nc(-c3ccccc3)cc2C(=O)NCC2CC2)on1. Results: hERG_inhib (hERG inhibition (general)): blocker. (9) The drug is CCOC(=O)C1(CCOc2ccccc2)CCN(Cc2cccc3c2OCO3)CC1. Results: hERG_inhib (hERG inhibition (general)): blocker.